This data is from NCI-60 drug combinations with 297,098 pairs across 59 cell lines. The task is: Regression. Given two drug SMILES strings and cell line genomic features, predict the synergy score measuring deviation from expected non-interaction effect. (1) Drug 1: C1CC(=O)NC(=O)C1N2CC3=C(C2=O)C=CC=C3N. Drug 2: CC1=C2C(C(=O)C3(C(CC4C(C3C(C(C2(C)C)(CC1OC(=O)C(C(C5=CC=CC=C5)NC(=O)C6=CC=CC=C6)O)O)OC(=O)C7=CC=CC=C7)(CO4)OC(=O)C)O)C)OC(=O)C. Cell line: SNB-19. Synergy scores: CSS=15.0, Synergy_ZIP=-8.15, Synergy_Bliss=-12.3, Synergy_Loewe=-57.0, Synergy_HSA=-9.20. (2) Cell line: MALME-3M. Drug 1: CS(=O)(=O)C1=CC(=C(C=C1)C(=O)NC2=CC(=C(C=C2)Cl)C3=CC=CC=N3)Cl. Synergy scores: CSS=1.50, Synergy_ZIP=-2.46, Synergy_Bliss=-5.29, Synergy_Loewe=-6.16, Synergy_HSA=-5.78. Drug 2: CC1=C(N=C(N=C1N)C(CC(=O)N)NCC(C(=O)N)N)C(=O)NC(C(C2=CN=CN2)OC3C(C(C(C(O3)CO)O)O)OC4C(C(C(C(O4)CO)O)OC(=O)N)O)C(=O)NC(C)C(C(C)C(=O)NC(C(C)O)C(=O)NCCC5=NC(=CS5)C6=NC(=CS6)C(=O)NCCC[S+](C)C)O.